From a dataset of Full USPTO retrosynthesis dataset with 1.9M reactions from patents (1976-2016). Predict the reactants needed to synthesize the given product. (1) The reactants are: Br[C:2]1[CH:7]=[CH:6][C:5]([C:8]#[C:9][Si:10]([CH3:13])([CH3:12])[CH3:11])=[CH:4][CH:3]=1.[CH2:14]([OH:18])[CH2:15][C:16]#[CH:17]. Given the product [CH3:11][Si:10]([C:9]#[C:8][C:5]1[CH:6]=[CH:7][C:2]([C:17]#[C:16][CH2:15][CH2:14][OH:18])=[CH:3][CH:4]=1)([CH3:13])[CH3:12], predict the reactants needed to synthesize it. (2) Given the product [CH3:1][O:2][C:3]([CH:5]1[CH2:9][CH:8]([C:10]2[CH:15]=[C:14]([C:16]3[CH:21]=[CH:20][C:19]([O:22][CH:23]([CH3:25])[CH3:24])=[C:18]([Cl:26])[CH:17]=3)[N:13]=[CH:12][N:11]=2)[CH2:7][N:6]1[C:27]([O:29][C:30]([CH3:32])([CH3:31])[CH3:33])=[O:28])=[O:4], predict the reactants needed to synthesize it. The reactants are: [CH3:1][O:2][C:3]([CH:5]1[CH2:9][C:8]([C:10]2[CH:15]=[C:14]([C:16]3[CH:21]=[CH:20][C:19]([O:22][CH:23]([CH3:25])[CH3:24])=[C:18]([Cl:26])[CH:17]=3)[N:13]=[CH:12][N:11]=2)=[CH:7][N:6]1[C:27]([O:29][C:30]([CH3:33])([CH3:32])[CH3:31])=[O:28])=[O:4].